From a dataset of Peptide-MHC class II binding affinity with 134,281 pairs from IEDB. Regression. Given a peptide amino acid sequence and an MHC pseudo amino acid sequence, predict their binding affinity value. This is MHC class II binding data. (1) The peptide sequence is KGYMFESKSMKLRTQI. The MHC is DRB4_0101 with pseudo-sequence DRB4_0103. The binding affinity (normalized) is 0.674. (2) The peptide sequence is AMSKVRKDISEWQPS. The MHC is DRB5_0101 with pseudo-sequence DRB5_0101. The binding affinity (normalized) is 0.399. (3) The peptide sequence is PYGATISATPEWATP. The MHC is DRB1_1101 with pseudo-sequence DRB1_1101. The binding affinity (normalized) is 0.183. (4) The peptide sequence is YVKFLANVSTVLTGK. The MHC is DRB1_0701 with pseudo-sequence DRB1_0701. The binding affinity (normalized) is 0.976. (5) The peptide sequence is SRSFLKHSLLRTQRL. The MHC is HLA-DPA10201-DPB11401 with pseudo-sequence HLA-DPA10201-DPB11401. The binding affinity (normalized) is 0.375.